Dataset: Full USPTO retrosynthesis dataset with 1.9M reactions from patents (1976-2016). Task: Predict the reactants needed to synthesize the given product. (1) The reactants are: [CH3:1][I:2].[Cl:3][C:4]1[CH:13]=[CH:12][C:11]([Cl:14])=[C:10]2[C:5]=1[CH:6]([CH3:16])[NH:7][C:8](=[S:15])[NH:9]2. Given the product [IH:2].[Cl:3][C:4]1[CH:13]=[CH:12][C:11]([Cl:14])=[C:10]2[C:5]=1[CH:6]([CH3:16])[NH:7][C:8]([S:15][CH3:1])=[N:9]2, predict the reactants needed to synthesize it. (2) Given the product [ClH:35].[F:1][C@H:2]1[CH2:6][CH2:5][NH:4][C@@H:3]1[C:14]([NH:15][CH2:16][C:17]1[CH:22]=[CH:21][C:20]([F:23])=[C:19]([C:24]2[CH:29]=[N:28][C:27]([C:30]([F:33])([F:32])[F:31])=[CH:26][N:25]=2)[CH:18]=1)=[O:34], predict the reactants needed to synthesize it. The reactants are: [F:1][C@H:2]1[CH2:6][CH2:5][N:4](C(OC(C)(C)C)=O)[C@@H:3]1[C:14](=[O:34])[NH:15][CH2:16][C:17]1[CH:22]=[CH:21][C:20]([F:23])=[C:19]([C:24]2[CH:29]=[N:28][C:27]([C:30]([F:33])([F:32])[F:31])=[CH:26][N:25]=2)[CH:18]=1.[ClH:35]. (3) Given the product [CH2:1]([O:8][C:9]1[CH:10]=[C:11]2[C:16](=[CH:17][CH:18]=1)[C:15](=[O:19])[N:14]([CH2:20][CH:21]([CH3:23])[CH3:22])[C:13]([CH2:24][Cl:36])=[C:12]2[O:26][CH2:27][CH2:28][CH2:29][C:30]([F:33])([F:32])[F:31])[C:2]1[CH:7]=[CH:6][CH:5]=[CH:4][CH:3]=1, predict the reactants needed to synthesize it. The reactants are: [CH2:1]([O:8][C:9]1[CH:10]=[C:11]2[C:16](=[CH:17][CH:18]=1)[C:15](=[O:19])[N:14]([CH2:20][CH:21]([CH3:23])[CH3:22])[C:13]([CH2:24]O)=[C:12]2[O:26][CH2:27][CH2:28][CH2:29][C:30]([F:33])([F:32])[F:31])[C:2]1[CH:7]=[CH:6][CH:5]=[CH:4][CH:3]=1.S(Cl)([Cl:36])=O.C(=O)([O-])O.[Na+].